From a dataset of Reaction yield outcomes from USPTO patents with 853,638 reactions. Predict the reaction yield, written as a fraction of the theoretical maximum amount of product (1.0 means a 100% yield; for example, 0.34 means a 34% yield). (1) The reactants are Br[C:2]1[N:7]=[C:6]([O:8][CH3:9])[C:5]([NH2:10])=[CH:4][CH:3]=1.[CH3:11][N:12]1[CH:16]=[C:15](B2OC(C)(C)C(C)(C)O2)[C:14]([CH3:26])=[N:13]1.[F-].[Cs+]. The catalyst is COCCOC.CO.C1C=CC([P]([Pd]([P](C2C=CC=CC=2)(C2C=CC=CC=2)C2C=CC=CC=2)([P](C2C=CC=CC=2)(C2C=CC=CC=2)C2C=CC=CC=2)[P](C2C=CC=CC=2)(C2C=CC=CC=2)C2C=CC=CC=2)(C2C=CC=CC=2)C2C=CC=CC=2)=CC=1. The product is [CH3:11][N:12]1[CH:16]=[C:15]([C:2]2[N:7]=[C:6]([O:8][CH3:9])[C:5]([NH2:10])=[CH:4][CH:3]=2)[C:14]([CH3:26])=[N:13]1. The yield is 0.740. (2) The reactants are [CH:1]1([CH2:4][CH:5]([C:8]2[CH:9]=[N:10][C:11]([C:14]([O:16]CC)=[CH2:15])=[CH:12][CH:13]=2)[C:6]#[N:7])[CH2:3][CH2:2]1.Cl. The catalyst is C1COCC1. The product is [C:14]([C:11]1[N:10]=[CH:9][C:8]([CH:5]([CH2:4][CH:1]2[CH2:3][CH2:2]2)[C:6]#[N:7])=[CH:13][CH:12]=1)(=[O:16])[CH3:15]. The yield is 0.600. (3) The reactants are [CH3:1][S:2]([CH3:5])(=[O:4])=[O:3].C([Li])CCC.CCCCCC.[CH2:17]([O:19][C:20]1[CH:21]=[C:22]([CH:25]=[CH:26][C:27]=1[O:28][CH3:29])[C:23]#[N:24])[CH3:18]. The catalyst is C1COCC1.O. The product is [CH2:17]([O:19][C:20]1[CH:21]=[C:22]([C:23]([NH2:24])=[CH:1][S:2]([CH3:5])(=[O:4])=[O:3])[CH:25]=[CH:26][C:27]=1[O:28][CH3:29])[CH3:18]. The yield is 0.830. (4) The reactants are [C:1]([O:5][C:6]([N:8]1[CH2:16][C:15]2[C:10](=[CH:11][CH:12]=[C:13](Br)[CH:14]=2)[CH2:9]1)=[O:7])([CH3:4])([CH3:3])[CH3:2].C(P(C(C)(C)C)C1C=CC=CC=1C1C=CC=CC=1)(C)(C)C.CC(C)([O-])C.[Na+].[CH3:45][N:46]1[CH2:51][CH2:50][NH:49][CH2:48][CH2:47]1. The catalyst is CCOCC.C1C=CC(/C=C/C(/C=C/C2C=CC=CC=2)=O)=CC=1.C1C=CC(/C=C/C(/C=C/C2C=CC=CC=2)=O)=CC=1.C1C=CC(/C=C/C(/C=C/C2C=CC=CC=2)=O)=CC=1.[Pd].[Pd].C1(C)C=CC=CC=1. The product is [C:1]([O:5][C:6]([N:8]1[CH2:16][C:15]2[C:10](=[CH:11][CH:12]=[C:13]([N:49]3[CH2:50][CH2:51][N:46]([CH3:45])[CH2:47][CH2:48]3)[CH:14]=2)[CH2:9]1)=[O:7])([CH3:4])([CH3:3])[CH3:2]. The yield is 0.460. (5) The yield is 0.770. The catalyst is C1COCC1. The product is [OH:10][CH2:9][CH2:8][C:3]1[CH:4]=[CH:5][CH:6]=[CH:7][C:2]=1[OH:1]. The reactants are [OH:1][C:2]1[CH:7]=[CH:6][CH:5]=[CH:4][C:3]=1[CH2:8][C:9](O)=[O:10].CCN(CC)CC.ClC(OCC)=O.[BH4-].[Na+].